Dataset: Peptide-MHC class I binding affinity with 185,985 pairs from IEDB/IMGT. Task: Regression. Given a peptide amino acid sequence and an MHC pseudo amino acid sequence, predict their binding affinity value. This is MHC class I binding data. (1) The peptide sequence is SARTNCLAV. The MHC is HLA-B18:01 with pseudo-sequence HLA-B18:01. The binding affinity (normalized) is 0.302. (2) The binding affinity (normalized) is 0.373. The peptide sequence is SDEEEAIVAYTL. The MHC is H-2-Kk with pseudo-sequence H-2-Kk. (3) The peptide sequence is IPVIVADDL. The MHC is H-2-Db with pseudo-sequence H-2-Db. The binding affinity (normalized) is 0. (4) The peptide sequence is ITIGSICL. The MHC is H-2-Kb with pseudo-sequence H-2-Kb. The binding affinity (normalized) is 0.118. (5) The peptide sequence is GYLNACGHF. The MHC is HLA-B58:01 with pseudo-sequence HLA-B58:01. The binding affinity (normalized) is 0.0847. (6) The peptide sequence is IFKNLTKPL. The MHC is HLA-B15:09 with pseudo-sequence HLA-B15:09. The binding affinity (normalized) is 0.0847. (7) The peptide sequence is AYFSMVGNWA. The MHC is Patr-A0701 with pseudo-sequence Patr-A0701. The binding affinity (normalized) is 0.448.